Task: Predict the reactants needed to synthesize the given product.. Dataset: Retrosynthesis with 50K atom-mapped reactions and 10 reaction types from USPTO (1) Given the product COC(=O)C1CC2C=CC1C(=O)C(C(=O)c1ccc(C(F)F)nc1C)C2=O, predict the reactants needed to synthesize it. The reactants are: COC(=O)C1CC2C(=O)C(C(=O)c3ccc(C(F)F)nc3C)C(=O)C1C=C2Br. (2) The reactants are: C=COCCN.CC(=O)Cc1cccc(C(F)(F)F)c1. Given the product C=COCCNC(C)Cc1cccc(C(F)(F)F)c1, predict the reactants needed to synthesize it. (3) The reactants are: COc1ccc2cc([C@@H](C)C(=O)O[C@@H](Cc3c(Cl)cncc3Cl)c3ccc(OC)c(OC)c3)ccc2c1. Given the product COc1ccc([C@@H](O)Cc2c(Cl)cncc2Cl)cc1OC, predict the reactants needed to synthesize it. (4) Given the product CC12CNc3ccc(C#N)c(c31)NC(=O)C2, predict the reactants needed to synthesize it. The reactants are: CC12CNc3ccc(Br)c(c31)NC(=O)C2.N#C[Cu]. (5) Given the product O=[N+]([O-])c1cccnc1OCC1CC1(F)F, predict the reactants needed to synthesize it. The reactants are: O=[N+]([O-])c1cccnc1F.OCC1CC1(F)F. (6) Given the product CC1Cc2c(F)c(F)cc3c(=O)c(C(=O)O)cn(c23)N1C, predict the reactants needed to synthesize it. The reactants are: COC(=O)c1cn2c3c(c(F)c(F)cc3c1=O)CC(C)N2C.